From a dataset of hERG Central: cardiac toxicity at 1µM, 10µM, and general inhibition. Predict hERG channel inhibition at various concentrations. (1) The molecule is CCC(=O)c1ccc(OCC(O)CNCc2ccc(F)cc2)cc1. Results: hERG_inhib (hERG inhibition (general)): blocker. (2) The drug is Cc1ccc(S(=O)(=O)N2CCN(C(=O)c3ccc(Br)o3)CC2)c(C)c1. Results: hERG_inhib (hERG inhibition (general)): blocker.